This data is from Catalyst prediction with 721,799 reactions and 888 catalyst types from USPTO. The task is: Predict which catalyst facilitates the given reaction. (1) Reactant: Cl[C:2]1[C:11]2[C:6](=[CH:7][CH:8]=[CH:9][CH:10]=2)[CH:5]=[C:4]([Cl:12])[N:3]=1.I.[OH-].[Na+]. Product: [Cl:12][C:4]1[N:3]=[CH:2][C:11]2[C:6]([CH:5]=1)=[CH:7][CH:8]=[CH:9][CH:10]=2. The catalyst class is: 15. (2) Reactant: Cl[C:2]1[CH:7]=[C:6]([O:8][C:9]2[C:10]([CH2:18][CH3:19])=[N:11][C:12]([N+:15]([O-:17])=[O:16])=[CH:13][CH:14]=2)[CH:5]=[CH:4][N:3]=1.[CH3:20][N:21]1[CH:25]=[C:24](B2OC(C)(C)C(C)(C)O2)[CH:23]=[N:22]1.C([O-])([O-])=O.[K+].[K+].CCOC(C)=O. Product: [CH2:18]([C:10]1[C:9]([O:8][C:6]2[CH:5]=[CH:4][N:3]=[C:2]([C:24]3[CH:23]=[N:22][N:21]([CH3:20])[CH:25]=3)[CH:7]=2)=[CH:14][CH:13]=[C:12]([N+:15]([O-:17])=[O:16])[N:11]=1)[CH3:19]. The catalyst class is: 70. (3) Reactant: [CH2:1]([NH:4][C:5](=[O:9])[CH2:6][O:7][CH3:8])[CH:2]=[CH2:3].CCN(CC)CC.[O:17](C(OC(C)(C)C)=O)[C:18]([O:20][C:21]([CH3:24])([CH3:23])[CH3:22])=O.O. Product: [C:21]([O:20][C:18](=[O:17])[N:4]([CH2:1][CH:2]=[CH2:3])[C:5](=[O:9])[CH2:6][O:7][CH3:8])([CH3:24])([CH3:23])[CH3:22]. The catalyst class is: 2. (4) Reactant: [OH-].[Na+].[CH3:3][O:4][C:5]1[CH:10]=[CH:9][C:8]([C:11]2[C:19]3[C:18]([NH:20][CH2:21][CH2:22][CH2:23][CH2:24][CH2:25][C:26]([O:28]C)=[O:27])=[N:17][CH:16]=[N:15][C:14]=3[O:13][C:12]=2[C:30]2[S:31][CH:32]=[CH:33][CH:34]=2)=[CH:7][CH:6]=1.Cl.O. Product: [CH3:3][O:4][C:5]1[CH:6]=[CH:7][C:8]([C:11]2[C:19]3[C:18]([NH:20][CH2:21][CH2:22][CH2:23][CH2:24][CH2:25][C:26]([OH:28])=[O:27])=[N:17][CH:16]=[N:15][C:14]=3[O:13][C:12]=2[C:30]2[S:31][CH:32]=[CH:33][CH:34]=2)=[CH:9][CH:10]=1. The catalyst class is: 155. (5) Product: [C:1]1([CH2:7][O:8][C:9]2[CH:14]=[CH:13][C:12]([CH2:15][N:16]3[CH2:22][CH2:21][CH2:20][N:19]([CH2:24][CH2:25][CH2:26][C:27]([O:29][CH3:30])=[O:28])[CH2:18][CH2:17]3)=[CH:11][CH:10]=2)[CH:6]=[CH:5][CH:4]=[CH:3][CH:2]=1. The catalyst class is: 1. Reactant: [C:1]1([CH2:7][O:8][C:9]2[CH:14]=[CH:13][C:12]([CH2:15][N:16]3[CH2:22][CH2:21][CH2:20][NH:19][CH2:18][CH2:17]3)=[CH:11][CH:10]=2)[CH:6]=[CH:5][CH:4]=[CH:3][CH:2]=1.Br[CH2:24][CH2:25][CH2:26][C:27]([O:29][CH3:30])=[O:28].C(N(CC)CC)C.C(=O)(O)[O-]. (6) Reactant: [CH3:1][NH:2][C:3]([C:5]1[C:13]2[C:8](=[N:9][C:10]([NH:15][S:16]([CH3:19])(=[O:18])=[O:17])=[C:11]([I:14])[CH:12]=2)[O:7][C:6]=1[C:20]1[CH:25]=[CH:24][C:23]([F:26])=[CH:22][CH:21]=1)=[O:4].I[CH2:28][CH2:29][CH2:30][S:31]([CH3:34])(=[O:33])=[O:32].C(=O)([O-])[O-].[Cs+].[Cs+]. Product: [CH3:1][NH:2][C:3]([C:5]1[C:13]2[C:8](=[N:9][C:10]([N:15]([S:16]([CH3:19])(=[O:18])=[O:17])[CH2:28][CH2:29][CH2:30][S:31]([CH3:34])(=[O:33])=[O:32])=[C:11]([I:14])[CH:12]=2)[O:7][C:6]=1[C:20]1[CH:25]=[CH:24][C:23]([F:26])=[CH:22][CH:21]=1)=[O:4]. The catalyst class is: 3. (7) The catalyst class is: 5. Reactant: [NH2:1][C:2]1[CH:7]=[CH:6][C:5]([C:8]2[C:9]([NH2:17])=[N:10][C:11]([NH2:16])=[N:12][C:13]=2[CH2:14][CH3:15])=[CH:4][CH:3]=1.[Cl:18][C:19]1[CH:26]=[CH:25][C:22]([CH:23]=O)=[CH:21][CH:20]=1.C(O)(=O)C.C([BH3-])#N.[Na+]. Product: [Cl:18][C:19]1[CH:26]=[CH:25][C:22]([CH2:23][NH:1][C:2]2[CH:3]=[CH:4][C:5]([C:8]3[C:9]([NH2:17])=[N:10][C:11]([NH2:16])=[N:12][C:13]=3[CH2:14][CH3:15])=[CH:6][CH:7]=2)=[CH:21][CH:20]=1. (8) Reactant: [NH:1]1[CH2:6][CH2:5][CH:4]([NH:7][C:8](=[O:14])[O:9][C:10]([CH3:13])([CH3:12])[CH3:11])[CH2:3][CH2:2]1.CN(C)C=O.C(=O)([O-])[O-].[K+].[K+].Br[CH2:27][C:28]1[CH:37]=[CH:36][C:31]([C:32]([O:34][CH3:35])=[O:33])=[CH:30][CH:29]=1. Product: [C:10]([O:9][C:8]([NH:7][CH:4]1[CH2:3][CH2:2][N:1]([CH2:27][C:28]2[CH:37]=[CH:36][C:31]([C:32]([O:34][CH3:35])=[O:33])=[CH:30][CH:29]=2)[CH2:6][CH2:5]1)=[O:14])([CH3:11])([CH3:13])[CH3:12]. The catalyst class is: 6. (9) Reactant: [F:1][C:2]([F:9])([F:8])[CH2:3][CH2:4][C:5](O)=[O:6].CN(C(ON1N=NC2C=CC=NC1=2)=[N+](C)C)C.F[P-](F)(F)(F)(F)F.C(N(C(C)C)CC)(C)C.[C:43]1([CH3:59])[CH:48]=[CH:47][C:46]([C:49]2[O:50][C:51]3[CH:57]=[CH:56][C:55]([NH2:58])=[CH:54][C:52]=3[N:53]=2)=[CH:45][CH:44]=1. Product: [F:1][C:2]([F:9])([F:8])[CH2:3][CH2:4][C:5]([NH:58][C:55]1[CH:56]=[CH:57][C:51]2[O:50][C:49]([C:46]3[CH:47]=[CH:48][C:43]([CH3:59])=[CH:44][CH:45]=3)=[N:53][C:52]=2[CH:54]=1)=[O:6]. The catalyst class is: 42.